From a dataset of Forward reaction prediction with 1.9M reactions from USPTO patents (1976-2016). Predict the product of the given reaction. (1) Given the reactants [C:1]1([CH2:9][OH:10])[C:2]([CH2:7][OH:8])=[CH:3][CH:4]=[CH:5][CH:6]=1.C1(C)C=CC=CC=1.[O:18]1[CH:23]=[CH:22][CH2:21][CH2:20][CH2:19]1, predict the reaction product. The product is: [O:18]1[CH2:23][CH2:22][CH2:21][CH2:20][CH:19]1[O:8][CH2:7][C:2]1[CH:3]=[CH:4][CH:5]=[CH:6][C:1]=1[CH2:9][OH:10]. (2) The product is: [CH:14]([C:11]1[CH:12]=[CH:13][C:8]2[N:7]=[C:20]([C:22]3[CH:27]=[CH:26][CH:25]=[C:24]([N:28]4[CH:32]=[CH:31][N:30]=[C:29]4[CH3:33])[CH:23]=3)[CH2:19][C:18](=[O:34])[NH:17][C:9]=2[CH:10]=1)([CH3:16])[CH3:15]. Given the reactants C(OC(=O)[NH:7][C:8]1[CH:13]=[CH:12][C:11]([CH:14]([CH3:16])[CH3:15])=[CH:10][C:9]=1[NH:17][C:18](=[O:34])[CH2:19][C:20]([C:22]1[CH:27]=[CH:26][CH:25]=[C:24]([N:28]2[CH:32]=[CH:31][N:30]=[C:29]2[CH3:33])[CH:23]=1)=O)(C)(C)C.C(O)(C(F)(F)F)=O, predict the reaction product. (3) Given the reactants [Br:1][C:2]1[CH:3]=[C:4]2[C:9](=[CH:10][CH:11]=1)[C:8](=[O:12])[N:7]([CH2:13][C:14]1[CH:19]=[CH:18][C:17]([S:20]([NH2:23])(=[O:22])=[O:21])=[CH:16][CH:15]=1)[C:6]([C:24](=[O:27])[CH2:25][CH3:26])=[C:5]2[C:28]1[CH:33]=[CH:32][CH:31]=[CH:30][CH:29]=1.C(N(CC)CC)C.[C:41](Cl)(=[O:44])[O:42][CH3:43], predict the reaction product. The product is: [Br:1][C:2]1[CH:3]=[C:4]2[C:9](=[CH:10][CH:11]=1)[C:8](=[O:12])[N:7]([CH2:13][C:14]1[CH:15]=[CH:16][C:17]([S:20]([NH:23][C:41](=[O:44])[O:42][CH3:43])(=[O:21])=[O:22])=[CH:18][CH:19]=1)[C:6]([C:24](=[O:27])[CH2:25][CH3:26])=[C:5]2[C:28]1[CH:29]=[CH:30][CH:31]=[CH:32][CH:33]=1. (4) Given the reactants [C:1]([O:5][C:6](=[O:27])[CH2:7][C@H:8]([NH:19][C:20]([O:22][C:23]([CH3:26])([CH3:25])[CH3:24])=[O:21])[CH2:9][C:10]1[CH:18]=[CH:17][CH:16]=[CH:15][C:11]=1[C:12]([OH:14])=O)([CH3:4])([CH3:3])[CH3:2].ON1C(=O)CCC1=O.C1(N=C=NC2CCCCC2)CCCCC1.Cl.[Cl:52][CH2:53][CH2:54][NH:55][CH2:56][CH2:57][Cl:58].C(N(CC)CC)C, predict the reaction product. The product is: [Cl:52][CH2:53][CH2:54][N:55]([CH2:56][CH2:57][Cl:58])[C:12]([C:11]1[CH:15]=[CH:16][CH:17]=[CH:18][C:10]=1[CH2:9][C@@H:8]([NH:19][C:20]([O:22][C:23]([CH3:25])([CH3:24])[CH3:26])=[O:21])[CH2:7][C:6]([O:5][C:1]([CH3:2])([CH3:4])[CH3:3])=[O:27])=[O:14]. (5) The product is: [F:7][C:8]([F:13])([F:12])[C:9]([OH:11])=[O:10].[CH2:4]([C:3]1[N:6]=[C:18]([CH:20]([CH2:25][C:26]2[O:30][N:29]=[C:28]([CH2:31][CH2:32][CH2:33][C:34]3[CH:43]=[CH:42][C:41]4[CH2:40][CH2:39][CH2:38][NH:37][C:36]=4[N:35]=3)[N:27]=2)[CH2:21][C:22]([OH:24])=[O:23])[O:1][N:2]=1)[CH3:5]. Given the reactants [OH:1][N:2]=[C:3]([NH2:6])[CH2:4][CH3:5].[F:7][C:8]([F:13])([F:12])[C:9]([OH:11])=[O:10].CC1N=[C:18]([CH:20]([CH2:25][C:26]2[O:30][N:29]=[C:28]([CH2:31][CH2:32][CH2:33][C:34]3[CH:43]=[CH:42][C:41]4[CH2:40][CH2:39][CH2:38][NH:37][C:36]=4[N:35]=3)[N:27]=2)[CH2:21][C:22]([OH:24])=[O:23])ON=1, predict the reaction product. (6) Given the reactants [H-].[Na+].[CH3:3][C:4]1([CH3:11])[CH2:9][CH2:8][C:7](=[O:10])[CH2:6][CH2:5]1.[CH3:12][C:13](=O)[O:14]CC, predict the reaction product. The product is: [C:13]([CH:6]1[CH2:5][C:4]([CH3:11])([CH3:3])[CH2:9][CH2:8][C:7]1=[O:10])(=[O:14])[CH3:12]. (7) Given the reactants [NH2:1][C:2]1[C:7]([CH:8]=O)=[C:6]([F:10])[C:5]([Br:11])=[CH:4][CH:3]=1.[NH2:12][C:13](N)=[O:14], predict the reaction product. The product is: [Br:11][C:5]1[C:6]([F:10])=[C:7]2[C:2](=[CH:3][CH:4]=1)[N:1]=[C:13]([OH:14])[N:12]=[CH:8]2. (8) Given the reactants [SH:1][C:2]1[N:3]([CH3:7])[CH:4]=[CH:5][N:6]=1.Cl[CH2:9][CH2:10][CH2:11][N:12]1[CH2:17][CH2:16][N:15]([C:18]2[C:23]3[CH:24]=[CH:25][O:26][C:22]=3[CH:21]=[CH:20][N:19]=2)[CH2:14][CH2:13]1.C([O-])([O-])=O.[K+].[K+].O, predict the reaction product. The product is: [CH3:7][N:3]1[CH:4]=[CH:5][N:6]=[C:2]1[S:1][CH2:9][CH2:10][CH2:11][N:12]1[CH2:17][CH2:16][N:15]([C:18]2[C:23]3[CH:24]=[CH:25][O:26][C:22]=3[CH:21]=[CH:20][N:19]=2)[CH2:14][CH2:13]1.